From a dataset of Reaction yield outcomes from USPTO patents with 853,638 reactions. Predict the reaction yield, written as a fraction of the theoretical maximum amount of product (1.0 means a 100% yield; for example, 0.34 means a 34% yield). (1) The reactants are Br[CH2:2][CH2:3][O:4][C:5](=[O:7])[CH3:6].C(=O)([O-])[O-].[K+].[K+].[NH:14]1[CH2:19][CH2:18][O:17][CH2:16][CH2:15]1. The catalyst is O1CCCC1. The product is [CH2:3]([O:4][C:5](=[O:7])[CH2:6][N:14]1[CH2:19][CH2:18][O:17][CH2:16][CH2:15]1)[CH3:2]. The yield is 0.530. (2) The reactants are [CH3:1][C:2]1[CH:27]=[CH:26][CH:25]=[C:24]([CH3:28])[C:3]=1[CH2:4][NH:5][C:6]1[C:14]2[N:13]=[C:12]([CH2:15][O:16][CH3:17])[N:11]([CH3:18])[C:10]=2[CH:9]=[C:8]([C:19]([O:21]CC)=[O:20])[CH:7]=1.[OH-].[Na+].O.Cl. The catalyst is O1CCOCC1. The product is [CH3:28][C:24]1[CH:25]=[CH:26][CH:27]=[C:2]([CH3:1])[C:3]=1[CH2:4][NH:5][C:6]1[C:14]2[N:13]=[C:12]([CH2:15][O:16][CH3:17])[N:11]([CH3:18])[C:10]=2[CH:9]=[C:8]([C:19]([OH:21])=[O:20])[CH:7]=1. The yield is 0.800. (3) The reactants are Cl.[F:2][C:3]1[CH:17]=[CH:16][C:6]2[C:7]([CH:10]3[CH2:15][CH2:14][NH:13][CH2:12][CH2:11]3)=[N:8][O:9][C:5]=2[CH:4]=1.Cl[CH2:19][CH2:20][C:21]1[C:26](=[O:27])[N:25]2[CH2:28][CH2:29][CH2:30][CH2:31][C:24]2=[N:23][C:22]=1[CH3:32].C(=O)([O-])[O-].[Na+].[Na+]. The catalyst is O. The product is [F:2][C:3]1[CH:17]=[CH:16][C:6]2[C:7]([CH:10]3[CH2:11][CH2:12][N:13]([CH2:19][CH2:20][C:21]4[C:26](=[O:27])[N:25]5[CH2:28][CH2:29][CH2:30][CH2:31][C:24]5=[N:23][C:22]=4[CH3:32])[CH2:14][CH2:15]3)=[N:8][O:9][C:5]=2[CH:4]=1. The yield is 0.932. (4) The reactants are [CH2:1]([O:8][C:9]1[C:17]2[O:16][C:15]([C:18]3[N:19]=[C:20]4[N:24]([CH:25]=3)[N:23]=[C:22](Br)[S:21]4)=[CH:14][C:13]=2[CH:12]=[C:11]([O:27][CH3:28])[CH:10]=1)[C:2]1[CH:7]=[CH:6][CH:5]=[CH:4][CH:3]=1.ClCCl.CO.C[O-].[Na+].Cl.[C:38]([O-])(O)=[O:39].[Na+]. No catalyst specified. The product is [CH2:1]([O:8][C:9]1[C:17]2[O:16][C:15]([C:18]3[N:19]=[C:20]4[N:24]([CH:25]=3)[N:23]=[C:22]([O:39][CH3:38])[S:21]4)=[CH:14][C:13]=2[CH:12]=[C:11]([O:27][CH3:28])[CH:10]=1)[C:2]1[CH:7]=[CH:6][CH:5]=[CH:4][CH:3]=1. The yield is 0.560. (5) The reactants are CS[C:3]1[N:8]=[CH:7][N:6]([CH2:9][C:10]2[S:11][C:12]([C:15]([F:18])([F:17])[F:16])=[CH:13][CH:14]=2)[C:5](=[O:19])[N:4]=1.[CH2:20]1[C:29]2[C:24](=[CH:25][CH:26]=[C:27]([C:30]#[N:31])[CH:28]=2)[CH2:23][CH2:22][NH:21]1. The catalyst is O1CCOCC1. The product is [O:19]=[C:5]1[N:6]([CH2:9][C:10]2[S:11][C:12]([C:15]([F:18])([F:17])[F:16])=[CH:13][CH:14]=2)[CH:7]=[N:8][C:3]([N:21]2[CH2:22][CH2:23][C:24]3[C:29](=[CH:28][C:27]([C:30]#[N:31])=[CH:26][CH:25]=3)[CH2:20]2)=[N:4]1. The yield is 0.390. (6) The reactants are Br[C:2]1[C:3]([O:15][CH3:16])=[CH:4][C:5]([C:8]2[CH:13]=[CH:12][CH:11]=[C:10]([F:14])[CH:9]=2)=[N:6][CH:7]=1.[NH2:17][C:18]1[CH:23]=[CH:22][C:21]([S:24][CH2:25][C:26]2[CH:31]=[CH:30][CH:29]=[CH:28][CH:27]=2)=[CH:20][C:19]=1/[CH:32]=[CH:33]/[C:34]([O:36][CH2:37][CH3:38])=[O:35].CC1(C)C2C(=C(P(C3C=CC=CC=3)C3C=CC=CC=3)C=CC=2)OC2C(P(C3C=CC=CC=3)C3C=CC=CC=3)=CC=CC1=2.C(=O)([O-])[O-].[Cs+].[Cs+]. The catalyst is C1C=CC(/C=C/C(/C=C/C2C=CC=CC=2)=O)=CC=1.C1C=CC(/C=C/C(/C=C/C2C=CC=CC=2)=O)=CC=1.C1C=CC(/C=C/C(/C=C/C2C=CC=CC=2)=O)=CC=1.[Pd].[Pd].CCOC(C)=O. The product is [CH2:25]([S:24][C:21]1[CH:22]=[CH:23][C:18]([NH:17][C:2]2[CH:7]=[N:6][C:5]([C:8]3[CH:13]=[CH:12][CH:11]=[C:10]([F:14])[CH:9]=3)=[CH:4][C:3]=2[O:15][CH3:16])=[C:19](/[CH:32]=[CH:33]/[C:34]([O:36][CH2:37][CH3:38])=[O:35])[CH:20]=1)[C:26]1[CH:27]=[CH:28][CH:29]=[CH:30][CH:31]=1. The yield is 0.800. (7) The reactants are [CH3:1][N:2]([C:6]1[CH:11]=[CH:10][C:9]2[O:12][CH2:13][O:14][C:8]=2[CH:7]=1)[C:3]([NH2:5])=[O:4].[CH:15](=O)[C:16]1[CH:21]=[CH:20][CH:19]=[CH:18][CH:17]=1.CS(O)(=O)=O.C1(C)C=CC=CC=1. The catalyst is O. The product is [CH3:1][N:2]1[C:6]2[C:11](=[CH:10][C:9]3[O:12][CH2:13][O:14][C:8]=3[CH:7]=2)[CH:15]([C:16]2[CH:21]=[CH:20][CH:19]=[CH:18][CH:17]=2)[NH:5][C:3]1=[O:4]. The yield is 0.200. (8) The reactants are [I:1][C:2]1[CH:3]=[C:4]2[N:10]=[C:9]([NH:11]C(=O)OCC)[N:8]([CH:17]([C:19]3[CH:24]=[CH:23][C:22]([O:25][CH2:26][C:27]4[CH:32]=[CH:31][C:30]([C:33]([F:36])([F:35])[F:34])=[CH:29][CH:28]=4)=[C:21]([O:37][CH3:38])[CH:20]=3)[CH3:18])[C:5]2=[N:6][CH:7]=1.[O-]P([O-])([O-])=O.[K+].[K+].[K+]. The catalyst is C(O)C.O. The product is [I:1][C:2]1[CH:3]=[C:4]2[N:10]=[C:9]([NH2:11])[N:8]([CH:17]([C:19]3[CH:24]=[CH:23][C:22]([O:25][CH2:26][C:27]4[CH:32]=[CH:31][C:30]([C:33]([F:35])([F:36])[F:34])=[CH:29][CH:28]=4)=[C:21]([O:37][CH3:38])[CH:20]=3)[CH3:18])[C:5]2=[N:6][CH:7]=1. The yield is 0.880.